Dataset: Full USPTO retrosynthesis dataset with 1.9M reactions from patents (1976-2016). Task: Predict the reactants needed to synthesize the given product. (1) Given the product [Cl:8][C:5]1[CH:6]=[CH:7][C:2]([NH2:1])=[C:3]([C:9]([C:11]2[CH:16]=[CH:15][CH:14]=[C:13]([O:17][CH3:18])[C:12]=2[O:19][CH3:20])=[CH2:23])[CH:4]=1, predict the reactants needed to synthesize it. The reactants are: [NH2:1][C:2]1[CH:7]=[CH:6][C:5]([Cl:8])=[CH:4][C:3]=1[C:9]([C:11]1[CH:16]=[CH:15][CH:14]=[C:13]([O:17][CH3:18])[C:12]=1[O:19][CH3:20])=O.CI.[C:23]1(P(C2C=CC=CC=2)C2C=CC=CC=2)C=CC=CC=1.C(O[K])(C)(C)C.O. (2) Given the product [Si:25]([O:4][C@H:5]1[C:9](=[CH2:10])[O:8][C@H:7]([N:11]2[CH:19]=[C:17]([CH3:18])[C:15](=[O:16])[NH:14][C:12]2=[O:13])[CH2:6]1)([C:28]([CH3:31])([CH3:30])[CH3:29])([CH3:27])[CH3:26], predict the reactants needed to synthesize it. The reactants are: C([O:4][C@H:5]1[C:9](=[CH2:10])[O:8][C@H:7]([N:11]2[CH:19]=[C:17]([CH3:18])[C:15](=[O:16])[NH:14][C:12]2=[O:13])[CH2:6]1)(=O)C.N1C=CN=C1.[Si:25](Cl)([C:28]([CH3:31])([CH3:30])[CH3:29])([CH3:27])[CH3:26]. (3) Given the product [Cl:17][C:10]1[CH:9]=[C:8]([C:18](=[O:20])[CH3:19])[C:7]([N:34]2[CH2:35][CH2:36][CH:31]([O:24][C:25]3[CH:30]=[CH:29][CH:28]=[CH:27][CH:26]=3)[CH2:32][CH2:33]2)=[C:16]2[C:11]=1[CH:12]=[CH:13][CH:14]=[N:15]2, predict the reactants needed to synthesize it. The reactants are: FC(F)(F)S(O[C:7]1[C:8]([C:18](=[O:20])[CH3:19])=[CH:9][C:10]([Cl:17])=[C:11]2[C:16]=1[N:15]=[CH:14][CH:13]=[CH:12]2)(=O)=O.Cl.[O:24]([CH:31]1[CH2:36][CH2:35][NH:34][CH2:33][CH2:32]1)[C:25]1[CH:30]=[CH:29][CH:28]=[CH:27][CH:26]=1.C1C=CC(P(C2C=CC3C(=CC=CC=3)C=2C2C3C(=CC=CC=3)C=CC=2P(C2C=CC=CC=2)C2C=CC=CC=2)C2C=CC=CC=2)=CC=1.C(=O)([O-])[O-].[Cs+].[Cs+]. (4) Given the product [F:1][C:2]1[CH:3]=[CH:4][C:5]([O:6][C:7]2[CH:12]=[CH:11][C:10]([N:13]3[C:41](=[O:42])[C:43](=[O:44])[N:16]([C:17]4[CH:18]=[CH:19][C:20]([O:23][C:24]5[CH:29]=[CH:28][N:27]=[C:26]6[NH:30][N:31]=[CH:32][C:25]=56)=[CH:21][CH:22]=4)[C:14]3=[O:15])=[CH:9][C:8]=2[C:33]([F:35])([F:36])[F:34])=[CH:37][CH:38]=1, predict the reactants needed to synthesize it. The reactants are: [F:1][C:2]1[CH:38]=[CH:37][C:5]([O:6][C:7]2[CH:12]=[CH:11][C:10]([NH:13][C:14]([NH:16][C:17]3[CH:22]=[CH:21][C:20]([O:23][C:24]4[CH:29]=[CH:28][N:27]=[C:26]5[NH:30][N:31]=[CH:32][C:25]=45)=[CH:19][CH:18]=3)=[O:15])=[CH:9][C:8]=2[C:33]([F:36])([F:35])[F:34])=[CH:4][CH:3]=1.CC[C:41]([C:43](Cl)=[O:44])=[O:42]. (5) Given the product [C:1]1([CH:7]([C:18]2[CH:19]=[CH:20][C:21]([NH2:24])=[CH:22][CH:23]=2)[CH2:8][C:9]2[CH:14]=[CH:13][C:12]([NH2:15])=[CH:11][CH:10]=2)[CH:2]=[CH:3][CH:4]=[CH:5][CH:6]=1, predict the reactants needed to synthesize it. The reactants are: [C:1]1([C:7]([C:18]2[CH:23]=[CH:22][C:21]([N+:24]([O-])=O)=[CH:20][CH:19]=2)=[CH:8][C:9]2[CH:14]=[CH:13][C:12]([N+:15]([O-])=O)=[CH:11][CH:10]=2)[CH:6]=[CH:5][CH:4]=[CH:3][CH:2]=1. (6) Given the product [CH2:10]([O:12][C:13]1[CH:18]=[CH:17][C:16]([S:19]([N:7]2[CH2:8][CH2:9][N:4]([CH2:3][CH2:2][OH:1])[CH2:5][CH2:6]2)(=[O:21])=[O:20])=[CH:15][C:14]=1[C:23]1[NH:28][C:27](=[O:29])[N:26]2[C:30]([CH3:36])=[N:31][C:32]([CH2:33][CH2:34][CH3:35])=[C:25]2[N:24]=1)[CH3:11], predict the reactants needed to synthesize it. The reactants are: [OH:1][CH2:2][CH2:3][N:4]1[CH2:9][CH2:8][NH:7][CH2:6][CH2:5]1.[CH2:10]([O:12][C:13]1[CH:18]=[CH:17][C:16]([S:19](Cl)(=[O:21])=[O:20])=[CH:15][C:14]=1[C:23]1[NH:28][C:27](=[O:29])[N:26]2[C:30]([CH3:36])=[N:31][C:32]([CH2:33][CH2:34][CH3:35])=[C:25]2[N:24]=1)[CH3:11]. (7) Given the product [NH2:11][C:7]1[C:6]2[CH:2]([OH:1])[O:3][C:4](=[O:14])[C:5]=2[CH:10]=[CH:9][CH:8]=1, predict the reactants needed to synthesize it. The reactants are: [OH:1][CH:2]1[C:6]2[C:7]([N+:11]([O-])=O)=[CH:8][CH:9]=[CH:10][C:5]=2[C:4](=[O:14])[O:3]1.[H][H].